This data is from Peptide-MHC class I binding affinity with 185,985 pairs from IEDB/IMGT. The task is: Regression. Given a peptide amino acid sequence and an MHC pseudo amino acid sequence, predict their binding affinity value. This is MHC class I binding data. (1) The binding affinity (normalized) is 0.529. The peptide sequence is EEAALCTFLL. The MHC is HLA-B18:01 with pseudo-sequence HLA-B18:01. (2) The peptide sequence is FLFDRLTNG. The MHC is HLA-B51:01 with pseudo-sequence HLA-B51:01. The binding affinity (normalized) is 0.0847. (3) The peptide sequence is ELESLSKRER. The MHC is HLA-A11:01 with pseudo-sequence HLA-A11:01. The binding affinity (normalized) is 0.228. (4) The peptide sequence is CINGVMWTV. The MHC is HLA-A68:02 with pseudo-sequence HLA-A68:02. The binding affinity (normalized) is 0.810. (5) The peptide sequence is VMDKNHAIFT. The MHC is HLA-A02:01 with pseudo-sequence HLA-A02:01. The binding affinity (normalized) is 0.162. (6) The peptide sequence is YFYYNAFHWAI. The MHC is HLA-B37:01 with pseudo-sequence HLA-B37:01. The binding affinity (normalized) is 0.0847.